From a dataset of Reaction yield outcomes from USPTO patents with 853,638 reactions. Predict the reaction yield, written as a fraction of the theoretical maximum amount of product (1.0 means a 100% yield; for example, 0.34 means a 34% yield). (1) The reactants are [F:1][C:2]([F:8])([F:7])[C:3](=O)[CH2:4][CH3:5].Cl.[NH2:10][OH:11].[OH-].[Na+]. The catalyst is O. The product is [F:1][C:2]([F:8])([F:7])/[C:3](=[N:10]/[OH:11])/[CH2:4][CH3:5]. The yield is 0.445. (2) The reactants are [Br:1][C:2]1[N:7]=[C:6]([C:8]([OH:16])([CH3:15])[CH2:9]OS(C)(=O)=O)[C:5]([F:17])=[CH:4][CH:3]=1.[Cl-].[NH4+].[N-:20]=[N+:21]=[N-:22].[Na+]. The catalyst is C(O)C.C(OCC)(=O)C. The product is [N:20]([CH2:9][C:8]([C:6]1[C:5]([F:17])=[CH:4][CH:3]=[C:2]([Br:1])[N:7]=1)([OH:16])[CH3:15])=[N+:21]=[N-:22]. The yield is 0.740.